This data is from Forward reaction prediction with 1.9M reactions from USPTO patents (1976-2016). The task is: Predict the product of the given reaction. (1) Given the reactants [Br:1][C:2]1[CH:7]=[C:6]([NH:8][C:9]2[CH:14]=[C:13]([F:15])[CH:12]=[C:11]([F:16])[CH:10]=2)[C:5]([NH2:17])=[C:4]([O:18][CH3:19])[CH:3]=1.Cl[C:21](Cl)([O:23]C(=O)OC(Cl)(Cl)Cl)Cl, predict the reaction product. The product is: [Br:1][C:2]1[CH:3]=[C:4]([O:18][CH3:19])[C:5]2[NH:17][C:21](=[O:23])[N:8]([C:9]3[CH:10]=[C:11]([F:16])[CH:12]=[C:13]([F:15])[CH:14]=3)[C:6]=2[CH:7]=1. (2) Given the reactants [Cl:1][C:2]1[CH:24]=[CH:23][CH:22]=[C:21]([Cl:25])[C:3]=1[CH2:4][NH:5][CH:6]([CH2:11][C:12]1[CH:17]=[CH:16][C:15]([N+:18]([O-])=O)=[CH:14][CH:13]=1)[C:7]([O:9][CH3:10])=[O:8], predict the reaction product. The product is: [NH2:18][C:15]1[CH:16]=[CH:17][C:12]([CH2:11][CH:6]([NH:5][CH2:4][C:3]2[C:21]([Cl:25])=[CH:22][CH:23]=[CH:24][C:2]=2[Cl:1])[C:7]([O:9][CH3:10])=[O:8])=[CH:13][CH:14]=1. (3) Given the reactants [N+:1]([C:4]1[CH:9]=[CH:8][C:7]([O:10][CH3:11])=[CH:6][C:5]=1[OH:12])([O-])=O.[H][H].[O:15]1CC[CH2:17][CH2:16]1, predict the reaction product. The product is: [OH:12][C:5]1[CH:6]=[C:7]([O:10][CH3:11])[CH:8]=[CH:9][C:4]=1[NH:1][C:16](=[O:15])[CH3:17]. (4) Given the reactants [CH3:1][C:2]1[CH:7]=[CH:6][N:5]=[C:4]([C:8]#[N:9])[N:3]=1.O.[NH2:11][NH2:12], predict the reaction product. The product is: [CH3:1][C:2]1[CH:7]=[CH:6][N:5]=[C:4]([C:8](=[NH:9])[NH:11][NH2:12])[N:3]=1. (5) Given the reactants Cl[CH2:2][C:3]([CH3:6])([OH:5])[CH3:4].[C:7](=[S:10])([O-:9])[CH3:8].[K+].O, predict the reaction product. The product is: [C:7](=[O:9])([S:10][CH2:2][C:3]([OH:5])([CH3:6])[CH3:4])[CH3:8]. (6) Given the reactants [F-].C([N+](CCCC)(CCCC)CCCC)CCC.[CH2:19]([CH:26]1[CH2:31][CH2:30][N:29]([CH2:32][CH:33]([O:48][Si](C(C)(C)C)(C)C)[CH2:34][NH:35][C:36]([C:38]2[CH:47]=[CH:46][C:41]3[NH:42][C:43](=[O:45])[O:44][C:40]=3[CH:39]=2)=[S:37])[CH2:28][CH2:27]1)[C:20]1[CH:25]=[CH:24][CH:23]=[CH:22][CH:21]=1, predict the reaction product. The product is: [CH2:19]([CH:26]1[CH2:31][CH2:30][N:29]([CH2:32][CH:33]([OH:48])[CH2:34][NH:35][C:36]([C:38]2[CH:47]=[CH:46][C:41]3[NH:42][C:43](=[O:45])[O:44][C:40]=3[CH:39]=2)=[S:37])[CH2:28][CH2:27]1)[C:20]1[CH:21]=[CH:22][CH:23]=[CH:24][CH:25]=1. (7) Given the reactants [NH2:1][C:2]1[C:7]2[C:8]([C:11]3[CH:16]=[CH:15][C:14]([NH:17][C:18]([NH:20][C:21]4[CH:26]=[CH:25][CH:24]=[C:23]([F:27])[CH:22]=4)=[O:19])=[CH:13][CH:12]=3)=[CH:9][S:10][C:6]=2[C:5]([C:28]2[CH:29]=[N:30][N:31]([CH2:33][CH2:34][OH:35])[CH:32]=2)=[CH:4][N:3]=1.[P:36](=[O:40])([OH:39])([OH:38])[OH:37], predict the reaction product. The product is: [P:36]([OH:40])([OH:39])([OH:38])=[O:37].[NH2:1][C:2]1[C:7]2[C:8]([C:11]3[CH:12]=[CH:13][C:14]([NH:17][C:18]([NH:20][C:21]4[CH:26]=[CH:25][CH:24]=[C:23]([F:27])[CH:22]=4)=[O:19])=[CH:15][CH:16]=3)=[CH:9][S:10][C:6]=2[C:5]([C:28]2[CH:29]=[N:30][N:31]([CH2:33][CH2:34][OH:35])[CH:32]=2)=[CH:4][N:3]=1. (8) Given the reactants [CH3:1][O:2][C:3]1[CH:4]=[C:5]2[C:10](=[CH:11][C:12]=1[O:13][CH3:14])[N:9]([CH2:15][CH2:16][N:17]1[CH2:22][CH2:21][CH:20]([NH:23]C(=O)OC(C)(C)C)[CH2:19][CH2:18]1)[C:8](=[O:31])[CH:7]=[N:6]2.FC(F)(F)C(O)=O.NC1CCN(CCN2C3C(=CC=C(F)C=3)N=CC2=O)CC1, predict the reaction product. The product is: [NH2:23][CH:20]1[CH2:21][CH2:22][N:17]([CH2:16][CH2:15][N:9]2[C:10]3[C:5](=[CH:4][C:3]([O:2][CH3:1])=[C:12]([O:13][CH3:14])[CH:11]=3)[N:6]=[CH:7][C:8]2=[O:31])[CH2:18][CH2:19]1. (9) The product is: [N:24]([C:13]([C:12]1[CH:16]=[CH:17][C:9]([C:7]2[CH:6]=[CH:5][N:4]=[C:3]([CH3:2])[CH:8]=2)=[CH:10][CH:11]=1)=[O:14])=[N+:25]=[N-:26]. Given the reactants Cl.[CH3:2][C:3]1[CH:8]=[C:7]([C:9]2[CH:17]=[CH:16][C:12]([C:13](O)=[O:14])=[CH:11][CH:10]=2)[CH:6]=[CH:5][N:4]=1.ClC(OCC)=O.[N-:24]=[N+:25]=[N-:26].[Na+], predict the reaction product.